From a dataset of Catalyst prediction with 721,799 reactions and 888 catalyst types from USPTO. Predict which catalyst facilitates the given reaction. (1) Reactant: [CH2:1]([NH2:8])[C:2]1[CH:7]=[CH:6][CH:5]=[CH:4][CH:3]=1.[CH3:9][O:10][N:11]([CH3:19])[C:12]([CH:14]1[CH2:17][C:16](=O)[CH2:15]1)=[O:13].C([BH3-])#N.[Na+].C(=O)(O)[O-].[Na+]. Product: [CH2:1]([NH:8][CH:16]1[CH2:17][CH:14]([C:12]([N:11]([O:10][CH3:9])[CH3:19])=[O:13])[CH2:15]1)[C:2]1[CH:7]=[CH:6][CH:5]=[CH:4][CH:3]=1. The catalyst class is: 130. (2) Reactant: [F-].C([N+](CCCC)(CCCC)CCCC)CCC.[CH3:19][C:20]1[C:21]([C:25]2[CH:32]=[CH:31][CH:30]=[CH:29][C:26]=2[CH:27]=[O:28])=[CH:22][S:23][CH:24]=1.[F:33][C:34]([Si](C)(C)C)([F:36])[F:35].Cl. Product: [F:33][C:34]([F:36])([F:35])[CH:27]([C:26]1[CH:29]=[CH:30][CH:31]=[CH:32][C:25]=1[C:21]1[C:20]([CH3:19])=[CH:24][S:23][CH:22]=1)[OH:28]. The catalyst class is: 1. (3) Reactant: [C:1]([C:5]1[CH:10]=[CH:9][N:8]=[CH:7][CH:6]=1)([CH3:4])([CH3:3])[CH3:2].[NH2-].[Na+].C[N:14](C)C1C=CC=CC=1. Product: [NH2:14][C:7]1[CH:6]=[C:5]([C:1]([CH3:4])([CH3:3])[CH3:2])[CH:10]=[CH:9][N:8]=1. The catalyst class is: 13. (4) Reactant: [NH2:1][C:2]1[N:6]([C:7]2[CH:15]=[CH:14][C:10]([C:11](O)=[O:12])=[CH:9][CH:8]=2)[N:5]=[C:4]([NH:16][C:17]2[CH:25]=[CH:24][C:20]3[O:21][CH2:22][O:23][C:19]=3[CH:18]=2)[N:3]=1.[NH:26]1[CH2:31][CH2:30][O:29][CH2:28][CH2:27]1.CN(C(ON1N=NC2C=CC=CC1=2)=[N+](C)C)C.F[P-](F)(F)(F)(F)F. Product: [NH2:1][C:2]1[N:6]([C:7]2[CH:8]=[CH:9][C:10]([C:11]([N:26]3[CH2:31][CH2:30][O:29][CH2:28][CH2:27]3)=[O:12])=[CH:14][CH:15]=2)[N:5]=[C:4]([NH:16][C:17]2[CH:25]=[CH:24][C:20]3[O:21][CH2:22][O:23][C:19]=3[CH:18]=2)[N:3]=1. The catalyst class is: 20. (5) Reactant: [CH3:1][CH:2]1[NH:7][CH:6]([CH3:8])[CH2:5][N:4]([C:9]2[CH:14]=[CH:13][C:12]([N+:15]([O-])=O)=[CH:11][CH:10]=2)[CH2:3]1.NN. Product: [CH3:8][CH:6]1[NH:7][CH:2]([CH3:1])[CH2:3][N:4]([C:9]2[CH:14]=[CH:13][C:12]([NH2:15])=[CH:11][CH:10]=2)[CH2:5]1. The catalyst class is: 94. (6) Reactant: [CH3:1][C@@H:2]([NH:13][CH2:14][CH2:15][CH2:16][C:17]1[CH:18]=[CH:19][CH:20]=[C:21]([C:23]([F:26])([F:25])[F:24])[CH:22]=1)[C:3]1[CH:4]=[CH:5][CH:6]=[C:7]2[CH:12]=[CH:11][CH:10]=[CH:9][C:8]=12.[ClH:27].O. Product: [CH3:1][C@@H:2]([NH:13][CH2:14][CH2:15][CH2:16][C:17]1[CH:18]=[CH:19][CH:20]=[C:21]([C:23]([F:24])([F:25])[F:26])[CH:22]=1)[C:3]1[CH:4]=[CH:5][CH:6]=[C:7]2[CH:12]=[CH:11][CH:10]=[CH:9][C:8]=12.[ClH:27]. The catalyst class is: 21.